From a dataset of Reaction yield outcomes from USPTO patents with 853,638 reactions. Predict the reaction yield, written as a fraction of the theoretical maximum amount of product (1.0 means a 100% yield; for example, 0.34 means a 34% yield). (1) The reactants are [C:1]([SiH2:5][O:6][C:7]([CH3:16])([CH3:15])[CH:8]1[CH2:13][CH:12]([OH:14])[CH2:11][CH2:10][O:9]1)([CH3:4])([CH3:3])[CH3:2]. The catalyst is CS(C)=O.CCN(CC)CC. The product is [C:1]([SiH2:5][O:6][C:7]([CH3:16])([CH3:15])[CH:8]1[CH2:13][C:12](=[O:14])[CH2:11][CH2:10][O:9]1)([CH3:4])([CH3:2])[CH3:3]. The yield is 0.660. (2) The reactants are Cl[C:2]1[CH:3]=[C:4]([CH:18]=[C:19]([Cl:22])[C:20]=1[OH:21])C(NC1C=CC(C(OC)=O)=CC=1)=O.[CH2:23]([Li])CCC.Cl[C:29]([O:31][CH2:32][CH3:33])=[O:30].C1C[O:37][CH2:36]C1. No catalyst specified. The product is [Cl:22][C:19]1[C:20]([O:21][CH3:23])=[CH:2][C:3]([C:29]([O:31][CH2:32][CH3:33])=[O:30])=[CH:4][C:18]=1[O:37][CH3:36]. The yield is 0.0400. (3) The yield is 1.00. The catalyst is CO. The reactants are [F:1][C:2]([F:13])([F:12])[CH2:3][C:4]([CH3:11])([CH3:10])[C:5]([O:7]CC)=[O:6].[Li+].[OH-].O. The product is [F:1][C:2]([F:12])([F:13])[CH2:3][C:4]([CH3:10])([CH3:11])[C:5]([OH:7])=[O:6]. (4) The reactants are C(OC1[CH:9]=[C:8]([F:10])[CH:7]=[CH:6]C=1Br)C.[Mg].II.[Cl:15][C:16]1[CH:27]=[CH:26][C:19]2[N:20]=[C:21]([CH3:25])[O:22][C:23](=[O:24])[C:18]=2[CH:17]=1.[CH2:28]1[CH2:32][O:31][CH2:30][CH2:29]1. No catalyst specified. The product is [Cl:15][C:16]1[CH:27]=[CH:26][C:19]([NH:20][C:21](=[O:22])[CH3:25])=[C:18]([C:23](=[O:24])[C:6]2[CH:7]=[C:8]([F:10])[CH:9]=[CH:29][C:30]=2[O:31][CH2:32][CH3:28])[CH:17]=1. The yield is 0.580. (5) The reactants are [C:1]1(C)C=CC=C[CH:2]=1.[CH2:8]([O:15][C:16]1[CH:17]=[C:18]([CH2:30][C:31]#[N:32])[CH:19]=[CH:20][C:21]=1[O:22][CH2:23][C:24]1[CH:29]=[CH:28][CH:27]=[CH:26][CH:25]=1)[C:9]1[CH:14]=[CH:13][CH:12]=[CH:11][CH:10]=1.BrCCCl. The catalyst is [N+](CCCC)(CCCC)(CCCC)CCCC.[Br-].[OH-].[Na+].O. The product is [CH2:8]([O:15][C:16]1[CH:17]=[C:18]([C:30]2([C:31]#[N:32])[CH2:2][CH2:1]2)[CH:19]=[CH:20][C:21]=1[O:22][CH2:23][C:24]1[CH:29]=[CH:28][CH:27]=[CH:26][CH:25]=1)[C:9]1[CH:10]=[CH:11][CH:12]=[CH:13][CH:14]=1. The yield is 0.660. (6) The reactants are [N:1]1([C:6]2[N:11]=[CH:10][C:9]([CH:12]=[O:13])=[CH:8][CH:7]=2)[CH2:5][CH2:4][CH2:3][CH2:2]1.[F:14][C:15]([Si](C)(C)C)([F:17])[F:16].[F-].C([N+](CCCC)(CCCC)CCCC)CCC. The catalyst is O1CCCC1. The product is [N:1]1([C:6]2[CH:7]=[CH:8][C:9]([CH:12]([OH:13])[C:15]([F:17])([F:16])[F:14])=[CH:10][N:11]=2)[CH2:2][CH2:3][CH2:4][CH2:5]1. The yield is 0.940. (7) The reactants are [Cl:1][C:2]1[CH:7]=[CH:6][C:5]([CH2:8]Cl)=[CH:4][N:3]=1.[CH2:10]([NH2:13])[CH2:11][NH2:12]. No catalyst specified. The product is [Cl:1][C:2]1[N:3]=[CH:4][C:5]([CH2:8][NH:12][CH2:11][CH2:10][NH2:13])=[CH:6][CH:7]=1. The yield is 1.00.